Dataset: Catalyst prediction with 721,799 reactions and 888 catalyst types from USPTO. Task: Predict which catalyst facilitates the given reaction. (1) Reactant: [NH2:1][C:2]1[S:3][C:4]([CH3:10])=[C:5]([CH3:9])[C:6]=1[C:7]#[N:8].[C:11]([N:19]=[C:20]=[O:21])(=[O:18])[C:12]1[CH:17]=[CH:16][CH:15]=[CH:14][CH:13]=1. Product: [C:7]([C:6]1[C:5]([CH3:9])=[C:4]([CH3:10])[S:3][C:2]=1[NH:1][C:20]([NH:19][C:11](=[O:18])[C:12]1[CH:13]=[CH:14][CH:15]=[CH:16][CH:17]=1)=[O:21])#[N:8]. The catalyst class is: 12. (2) Reactant: Cl.[N:2]1([NH2:8])[CH2:7][CH2:6][CH2:5][CH2:4][CH2:3]1.C[Al](C)C.[Cl:13][C:14]1[CH:19]=[CH:18][C:17]([C:20]2[N:21]=[C:22]([CH2:38][N:39]3[N:43]=[N:42][CH:41]=[N:40]3)[C:23]([C:33](OCC)=[O:34])=[N:24][C:25]=2[C:26]2[CH:31]=[CH:30][C:29]([CH3:32])=[CH:28][CH:27]=2)=[CH:16][CH:15]=1. Product: [Cl:13][C:14]1[CH:15]=[CH:16][C:17]([C:20]2[N:21]=[C:22]([CH2:38][N:39]3[N:43]=[N:42][CH:41]=[N:40]3)[C:23]([C:33]([NH:8][N:2]3[CH2:7][CH2:6][CH2:5][CH2:4][CH2:3]3)=[O:34])=[N:24][C:25]=2[C:26]2[CH:27]=[CH:28][C:29]([CH3:32])=[CH:30][CH:31]=2)=[CH:18][CH:19]=1. The catalyst class is: 4. (3) Reactant: [Cl:1][C:2]1[C:7]([C:8]2[CH:13]=[CH:12][CH:11]=[C:10]([CH:14]=O)[CH:9]=2)=[CH:6][C:5]([CH2:16][NH:17][C:18](=[O:44])[CH2:19][C:20]([NH:22][CH2:23][C:24]2[C:25]([NH:37][CH:38]3[CH2:43][CH2:42][O:41][CH2:40][CH2:39]3)=[C:26]3[CH:34]=[N:33][N:32]([CH2:35][CH3:36])[C:27]3=[N:28][C:29]=2[CH2:30][CH3:31])=[O:21])=[CH:4][CH:3]=1.[NH:45]1[CH2:50][CH2:49][NH:48][CH2:47][CH2:46]1.C(O)(=O)C. Product: [Cl:1][C:2]1[C:7]([C:8]2[CH:13]=[CH:12][CH:11]=[C:10]([CH2:14][N:45]3[CH2:50][CH2:49][NH:48][CH2:47][CH2:46]3)[CH:9]=2)=[CH:6][C:5]([CH2:16][NH:17][C:18](=[O:44])[CH2:19][C:20]([NH:22][CH2:23][C:24]2[C:25]([NH:37][CH:38]3[CH2:39][CH2:40][O:41][CH2:42][CH2:43]3)=[C:26]3[CH:34]=[N:33][N:32]([CH2:35][CH3:36])[C:27]3=[N:28][C:29]=2[CH2:30][CH3:31])=[O:21])=[CH:4][CH:3]=1. The catalyst class is: 16. (4) Reactant: [C:1]([O:5][C:6]([N:8]1[CH2:12][C@H:11]([OH:13])[CH2:10][C@H:9]1[C:14]([O:16][CH3:17])=[O:15])=[O:7])([CH3:4])([CH3:3])[CH3:2].[C:18]1(O)[CH:23]=[CH:22][CH:21]=[CH:20][CH:19]=1.C1C=CC(P(C2C=CC=CC=2)C2C=CC=CC=2)=CC=1.CC(OC(/N=N/C(OC(C)C)=O)=O)C. Product: [C:1]([O:5][C:6]([N:8]1[CH2:12][C@@H:11]([O:13][C:18]2[CH:23]=[CH:22][CH:21]=[CH:20][CH:19]=2)[CH2:10][C@H:9]1[C:14]([O:16][CH3:17])=[O:15])=[O:7])([CH3:4])([CH3:3])[CH3:2]. The catalyst class is: 1. (5) Reactant: [Br:1]Br.[N:3]1[CH:4]=[CH:5][N:6]2[C:11]=1[CH:10]=[CH:9][C:8]([C:12]1[CH:19]=[CH:18][C:15]([C:16]#[N:17])=[CH:14][CH:13]=1)=[N:7]2.C([O-])(=O)C.[Na+].O. Product: [Br:1][C:5]1[N:6]2[N:7]=[C:8]([C:12]3[CH:19]=[CH:18][C:15]([C:16]#[N:17])=[CH:14][CH:13]=3)[CH:9]=[CH:10][C:11]2=[N:3][CH:4]=1. The catalyst class is: 15.